This data is from Forward reaction prediction with 1.9M reactions from USPTO patents (1976-2016). The task is: Predict the product of the given reaction. (1) Given the reactants [CH3:1][C:2]1([CH3:7])[N:6]=[CH:5][CH2:4][CH2:3]1.[CH2:8]([Mg]Br)[CH:9]=[CH2:10].C(OCC)C, predict the reaction product. The product is: [CH2:10]([CH:5]1[NH:6][C:2]([CH3:7])([CH3:1])[CH2:3][CH2:4]1)[CH:9]=[CH2:8]. (2) Given the reactants [CH2:1]([NH2:8])[C:2]1[CH:7]=[CH:6][CH:5]=[CH:4][CH:3]=1.[CH:9]1([CH2:13][CH:14]=O)[CH2:12][CH2:11][CH2:10]1, predict the reaction product. The product is: [CH:9]1([CH2:13][CH:14]=[N:8][CH2:1][C:2]2[CH:7]=[CH:6][CH:5]=[CH:4][CH:3]=2)[CH2:12][CH2:11][CH2:10]1. (3) Given the reactants C(Cl)CCl.Cl.[N:6]1[C:11]2[NH:12][CH2:13][CH2:14][O:15][CH2:16][C:10]=2[CH:9]=[C:8]([C:17](=[CH2:21])C(O)=O)[CH:7]=1.C1C=CC2N([OH:31])N=NC=2C=1.CNC[C:35]1[O:36][C:37]2[CH:44]=[CH:43][CH:42]=[CH:41][C:38]=2[C:39]=1C.[CH2:45]([N:47]([CH:51](C)C)[CH:48]([CH3:50])C)C, predict the reaction product. The product is: [CH3:51][N:47]([CH2:48][C:50]1[O:36][C:37]2[CH:44]=[CH:43][CH:42]=[CH:41][C:38]=2[C:39]=1[CH3:35])[C:45](=[O:31])[CH:21]=[CH:17][C:8]1[CH:7]=[N:6][C:11]2[NH:12][CH2:13][CH2:14][O:15][CH2:16][C:10]=2[CH:9]=1. (4) Given the reactants [Cl:1][C:2]1[CH:7]=[CH:6][CH:5]=[C:4]([Cl:8])[C:3]=1[C:9]1[C:13]([CH2:14][O:15][C:16]2[CH:17]=[C:18]3[C:23](=[CH:24][CH:25]=2)[CH:22]=[C:21]([C:26]2[CH:27]=[C:28]([CH:30]=[CH:31][CH:32]=2)[NH2:29])[CH:20]=[CH:19]3)=[C:12]([CH:33]([CH3:35])[CH3:34])[O:11][N:10]=1.C(N(CC)CC)C.[F:43][C:44]([F:57])([F:56])[S:45](O[S:45]([C:44]([F:57])([F:56])[F:43])(=[O:47])=[O:46])(=[O:47])=[O:46].C(OCC)(=O)C, predict the reaction product. The product is: [Cl:8][C:4]1[CH:5]=[CH:6][CH:7]=[C:2]([Cl:1])[C:3]=1[C:9]1[C:13]([CH2:14][O:15][C:16]2[CH:17]=[C:18]3[C:23](=[CH:24][CH:25]=2)[CH:22]=[C:21]([C:26]2[CH:27]=[C:28]([NH:29][S:45]([C:44]([F:57])([F:56])[F:43])(=[O:47])=[O:46])[CH:30]=[CH:31][CH:32]=2)[CH:20]=[CH:19]3)=[C:12]([CH:33]([CH3:35])[CH3:34])[O:11][N:10]=1. (5) Given the reactants Br[C:2]1[CH:7]=[CH:6][N:5]=[C:4]([Cl:8])[CH:3]=1.[F:9][C:10]1[CH:15]=[CH:14][C:13](B(O)O)=[C:12]([O:19][CH3:20])[CH:11]=1.[O-]P([O-])([O-])=O.[K+].[K+].[K+], predict the reaction product. The product is: [Cl:8][C:4]1[CH:3]=[C:2]([C:13]2[CH:14]=[CH:15][C:10]([F:9])=[CH:11][C:12]=2[O:19][CH3:20])[CH:7]=[CH:6][N:5]=1. (6) Given the reactants [N+:1]([CH3:4])([O-:3])=[O:2].C(=O)([O-])[O-].[K+].[K+].[F:11][C:12]1[CH:13]=[C:14]([CH:17]=[C:18]([F:20])[CH:19]=1)[CH:15]=[O:16], predict the reaction product. The product is: [F:11][C:12]1[CH:13]=[C:14]([CH:15]([OH:16])[CH2:4][N+:1]([O-:3])=[O:2])[CH:17]=[C:18]([F:20])[CH:19]=1. (7) Given the reactants F[C:2]1[N:7]=[C:6]([S:8]([NH2:11])(=[O:10])=[O:9])[CH:5]=[CH:4][CH:3]=1.[NH:12]1[CH2:17][CH2:16][CH2:15][CH2:14][CH2:13]1, predict the reaction product. The product is: [N:12]1([C:2]2[N:7]=[C:6]([S:8]([NH2:11])(=[O:10])=[O:9])[CH:5]=[CH:4][CH:3]=2)[CH2:17][CH2:16][CH2:15][CH2:14][CH2:13]1. (8) Given the reactants [N:1]1([C:6]([C:8]2[CH:9]=[CH:10][CH:11]=[C:12]3[C:17]=2[N:16]=[C:15]([C:18]2[CH:23]=[CH:22][N:21]=[CH:20][CH:19]=2)[CH:14]=[CH:13]3)=[O:7])[CH:5]=[CH:4]N=C1.NCC[N:27]([C:31]1[N:32]=[N+:33]([O-:42])[C:34]2[CH:41]=[CH:40][CH:39]=[CH:38][C:35]=2[N+:36]=1[O-:37])[CH2:28][CH2:29][NH2:30], predict the reaction product. The product is: [O-:42][N+:33]1[C:34]2[CH:41]=[CH:40][CH:39]=[CH:38][C:35]=2[N+:36]([O-:37])=[C:31]([NH:27][CH2:28][CH2:29][NH:30][CH2:4][CH2:5][NH:1][C:6]([C:8]2[CH:9]=[CH:10][CH:11]=[C:12]3[C:17]=2[N:16]=[C:15]([C:18]2[CH:19]=[CH:20][N:21]=[CH:22][CH:23]=2)[CH:14]=[CH:13]3)=[O:7])[N:32]=1. (9) Given the reactants Cl[C:2]1[N:3]=[C:4]2[CH:19]=[CH:18][CH:17]=[N:16][C:5]2=[N:6][C:7]=1[C:8]#[C:9][C:10]1[CH:15]=[CH:14][CH:13]=[CH:12][CH:11]=1.Cl[C:21]1N=[C:23]2[CH:31]=[CH:30]C=N[C:24]2=[N:25][C:26]=1Cl.C1(C#C)C=CC=CC=1.C(N(CC)CC)C.C1(P(C2C=CC=CC=2)C2C=CC=CC=2)C=CC=CC=1.CS(C)=[O:68], predict the reaction product. The product is: [C:10]1([C:9]#[C:8][C:7]2[N:6]=[C:5]3[N:16]=[CH:17][CH:18]=[CH:19][C:4]3=[N:3][C:2]=2[O:68][CH2:21][CH2:26][N:25]2[CH2:24][CH2:23][CH2:31][CH2:30]2)[CH:15]=[CH:14][CH:13]=[CH:12][CH:11]=1. (10) Given the reactants [CH3:1][N:2]1[CH:6]=[C:5]([NH:7][C:8]([C:10]2[C:15]([NH:16][C:17]3[CH:18]=[N:19][CH:20]=[N:21][CH:22]=3)=[N:14][CH:13]=[C:12]([C:23](=[O:25])[CH3:24])[N:11]=2)=[O:9])[C:4]([C:26](=[O:29])[NH:27][CH3:28])=[N:3]1.[BH4-].[Na+], predict the reaction product. The product is: [CH3:1][N:2]1[CH:6]=[C:5]([NH:7][C:8]([C:10]2[C:15]([NH:16][C:17]3[CH:22]=[N:21][CH:20]=[N:19][CH:18]=3)=[N:14][CH:13]=[C:12]([CH:23]([OH:25])[CH3:24])[N:11]=2)=[O:9])[C:4]([C:26](=[O:29])[NH:27][CH3:28])=[N:3]1.